Task: Predict the product of the given reaction.. Dataset: Forward reaction prediction with 1.9M reactions from USPTO patents (1976-2016) (1) The product is: [OH:34][CH2:33][C@@H:30]1[O:29][C:28]([C:26]2[NH:27][C:23]([C:8]3[CH:9]=[C:10]([OH:12])[CH:11]=[C:6]([O:5][C@@H:4]([CH3:45])[CH2:3][O:2][CH3:1])[CH:7]=3)=[CH:24][CH:25]=2)=[N:32][CH2:31]1. Given the reactants [CH3:1][O:2][CH2:3][C@H:4]([CH3:45])[O:5][C:6]1[CH:7]=[C:8]([C:23]2[NH:27][C:26]([C:28]3[O:29][C@@H:30]([CH2:33][O:34][Si](C(C)C)(C(C)C)C(C)C)[CH2:31][N:32]=3)=[CH:25][CH:24]=2)[CH:9]=[C:10]([O:12][Si](C(C)C)(C(C)C)C(C)C)[CH:11]=1.[F-].C([N+](CCCC)(CCCC)CCCC)CCC.[Cl-].[NH4+], predict the reaction product. (2) Given the reactants [CH3:1][C:2]1[CH:7]=[C:6]([C:8]#[C:9][C:10]2[N:11]=[C:12]([CH3:15])[NH:13][CH:14]=2)[CH:5]=[CH:4][N:3]=1.Br[CH:17]1[CH2:20][CH2:19][CH2:18]1, predict the reaction product. The product is: [CH:17]1([N:13]2[CH:14]=[C:10]([C:9]#[C:8][C:6]3[CH:5]=[CH:4][N:3]=[C:2]([CH3:1])[CH:7]=3)[N:11]=[C:12]2[CH3:15])[CH2:20][CH2:19][CH2:18]1. (3) Given the reactants [O:1]=[S:2]1(=[O:40])[CH2:7][CH2:6][CH2:5][CH2:4][C@:3]1([CH2:27][C:28]([O:30]CC1C=CC(OC)=CC=1)=[O:29])[C:8]1[S:9][C:10]([C:13]2[CH:22]=[CH:21][C:20]3[C:15](=[CH:16][CH:17]=[C:18]([O:23][CH2:24][O:25][CH3:26])[CH:19]=3)[CH:14]=2)=[CH:11][CH:12]=1, predict the reaction product. The product is: [O:40]=[S:2]1(=[O:1])[CH2:7][CH2:6][CH2:5][CH2:4][C@:3]1([CH2:27][C:28]([OH:30])=[O:29])[C:8]1[S:9][C:10]([C:13]2[CH:22]=[CH:21][C:20]3[C:15](=[CH:16][CH:17]=[C:18]([O:23][CH2:24][O:25][CH3:26])[CH:19]=3)[CH:14]=2)=[CH:11][CH:12]=1. (4) Given the reactants [SH:1][C:2]1[CH:8]=[CH:7][C:5]([NH2:6])=[CH:4][C:3]=1[C:9]([F:12])([F:11])[F:10].Cl.Cl[CH2:15][C:16]1[N:20]([CH2:21][CH2:22][CH3:23])[CH:19]=[N:18][N:17]=1.C(=O)([O-])[O-].[K+].[K+].CN(C)C=O, predict the reaction product. The product is: [CH2:21]([N:20]1[CH:19]=[N:18][N:17]=[C:16]1[CH2:15][S:1][C:2]1[CH:8]=[CH:7][C:5]([NH2:6])=[CH:4][C:3]=1[C:9]([F:10])([F:11])[F:12])[CH2:22][CH3:23].